From a dataset of Forward reaction prediction with 1.9M reactions from USPTO patents (1976-2016). Predict the product of the given reaction. (1) The product is: [F:1][C:2]1[CH:7]=[CH:6][CH:5]=[CH:4][C:3]=1[NH:8][C:9](=[NH:35])[NH:10][C:11]1[CH:16]=[CH:15][C:14]([C:17]2[S:21][C:20]([CH:22]3[CH2:27][CH2:26][CH:25]([CH2:28][C:29]([O:31][CH2:32][CH3:33])=[O:30])[CH2:24][CH2:23]3)=[N:19][CH:18]=2)=[CH:13][CH:12]=1. Given the reactants [F:1][C:2]1[CH:7]=[CH:6][CH:5]=[CH:4][C:3]=1[NH:8][C:9](=S)[NH:10][C:11]1[CH:16]=[CH:15][C:14]([C:17]2[S:21][C:20]([CH:22]3[CH2:27][CH2:26][CH:25]([CH2:28][C:29]([O:31][CH2:32][CH3:33])=[O:30])[CH2:24][CH2:23]3)=[N:19][CH:18]=2)=[CH:13][CH:12]=1.[NH3:35], predict the reaction product. (2) The product is: [Cl:1][C:2]1[CH:3]=[CH:4][C:5]([C:8]2[N:9]([CH:14]3[CH2:16][CH2:15]3)[C:10](=[O:13])[N:11]([CH2:33][C:30]3[CH:31]=[CH:32][C:27]([C:25]([O:24][CH3:23])=[O:26])=[CH:28][C:29]=3[O:35][CH3:36])[N:12]=2)=[CH:6][CH:7]=1. Given the reactants [Cl:1][C:2]1[CH:7]=[CH:6][C:5]([C:8]2[N:9]([CH:14]3[CH2:16][CH2:15]3)[C:10](=[O:13])[NH:11][N:12]=2)=[CH:4][CH:3]=1.C(=O)([O-])[O-].[Cs+].[Cs+].[CH3:23][O:24][C:25]([C:27]1[CH:32]=[CH:31][C:30]([CH2:33]Br)=[C:29]([O:35][CH3:36])[CH:28]=1)=[O:26], predict the reaction product. (3) Given the reactants [CH3:1][O:2][C:3]([C:5]1[CH:13]=[C:12]2[C:8]([C:9]([CH:37]3[CH2:42][CH2:41][CH2:40][CH2:39][CH2:38]3)=[C:10]([C:23]3[CH:28]=[CH:27][C:26]([N+:29]([O-])=O)=[C:25]([CH:32](OC)OC)[CH:24]=3)[N:11]2CC(N2CCOCC2)=O)=[CH:7][CH:6]=1)=[O:4].COC(C1C=C2C(C(C3CCCCC3)=C(Br)N2)=CC=1)=O.[CH3:63][C:64]1[S:65][C:66]([C:70]2[CH:79]=CC3C(=CC=C(B(O)O)C=3)N=2)=[C:67]([CH3:69])[N:68]=1.C(=O)(O)[O-].[Na+], predict the reaction product. The product is: [CH3:1][O:2][C:3]([C:5]1[CH:13]=[C:12]2[C:8]([C:9]([CH:37]3[CH2:42][CH2:41][CH2:40][CH2:39][CH2:38]3)=[C:10]([C:23]3[CH:24]=[C:25]4[C:26](=[CH:27][CH:28]=3)[N:29]=[C:70]([C:66]3[S:65][C:64]([CH3:63])=[N:68][C:67]=3[CH3:69])[CH:79]=[CH:32]4)[NH:11]2)=[CH:7][CH:6]=1)=[O:4]. (4) Given the reactants [O:1]=[C:2]1[CH2:6][CH2:5][N:4]([CH2:7][CH2:8][CH2:9][O:10][C:11]2[CH:16]=[CH:15][C:14]([C:17]3[CH:22]=[CH:21][C:20]([C:23]#[N:24])=[CH:19][CH:18]=3)=[CH:13][CH:12]=2)[CH2:3]1.[CH:25]([Mg]Cl)([CH3:27])[CH3:26], predict the reaction product. The product is: [OH:1][C:2]1([CH:25]([CH3:27])[CH3:26])[CH2:6][CH2:5][N:4]([CH2:7][CH2:8][CH2:9][O:10][C:11]2[CH:16]=[CH:15][C:14]([C:17]3[CH:18]=[CH:19][C:20]([C:23]#[N:24])=[CH:21][CH:22]=3)=[CH:13][CH:12]=2)[CH2:3]1.